This data is from Forward reaction prediction with 1.9M reactions from USPTO patents (1976-2016). The task is: Predict the product of the given reaction. (1) Given the reactants Br[C:2]([F:9])([F:8])C(OCC)=O.[Br:10][C:11]1[CH:16]=[C:15]([OH:17])[CH:14]=[CH:13][N:12]=1.C(=O)([O-])[O-].[K+].[K+].CN(C)C=O, predict the reaction product. The product is: [Br:10][C:11]1[CH:16]=[C:15]([O:17][CH:2]([F:9])[F:8])[CH:14]=[CH:13][N:12]=1. (2) Given the reactants [NH2:1][C:2]1[N:6]([CH2:7][CH2:8][CH2:9][CH3:10])[C:5](Br)=[N:4][C:3]=1[C:12]([NH2:14])=[O:13].CC(C)([O-])C.[K+].[Br-].[Li+].[Cl:23][C:24]1[C:32]2[S:31][C:30]([SH:33])=[N:29][C:28]=2[CH:27]=[CH:26][CH:25]=1, predict the reaction product. The product is: [NH2:1][C:2]1[N:6]([CH2:7][CH2:8][CH2:9][CH3:10])[C:5]([S:33][C:30]2[S:31][C:32]3[C:24]([Cl:23])=[CH:25][CH:26]=[CH:27][C:28]=3[N:29]=2)=[N:4][C:3]=1[C:12]([NH2:14])=[O:13]. (3) Given the reactants O1CCCC1.[H-].[Al+3].[Li+].[H-].[H-].[H-].C([O:14][C:15](=O)[C:16]1[CH:21]=[CH:20][C:19]([CH3:22])=[N:18][C:17]=1[NH2:23])C.[OH-].[Na+], predict the reaction product. The product is: [NH2:23][C:17]1[C:16]([CH2:15][OH:14])=[CH:21][CH:20]=[C:19]([CH3:22])[N:18]=1. (4) Given the reactants Cl[CH2:2][C:3]1[S:7][C:6]([C:8]([F:11])([F:10])[F:9])=[C:5]([C:12]2[CH:17]=[CH:16][CH:15]=[CH:14][CH:13]=2)[CH:4]=1.[CH3:18][O:19][C:20](=[O:36])[CH2:21][CH2:22][C:23]([N:25]1[C:34]2[C:29](=[CH:30][C:31]([OH:35])=[CH:32][CH:33]=2)[CH2:28][CH2:27][CH2:26]1)=[O:24].C(=O)([O-])[O-].[K+].[K+], predict the reaction product. The product is: [CH3:18][O:19][C:20](=[O:36])[CH2:21][CH2:22][C:23](=[O:24])[N:25]1[C:34]2[C:29](=[CH:30][C:31]([O:35][CH2:2][C:3]3[S:7][C:6]([C:8]([F:11])([F:10])[F:9])=[C:5]([C:12]4[CH:17]=[CH:16][CH:15]=[CH:14][CH:13]=4)[CH:4]=3)=[CH:32][CH:33]=2)[CH2:28][CH2:27][CH2:26]1. (5) The product is: [Cl:16][C:17]1[C:18]([O:30][CH3:31])=[CH:19][C:20]2[O:25][CH:24]([C:26]([N:10]3[CH2:11][CH2:12][N:7]([CH2:6][C:5]4[CH:14]=[CH:15][C:2]([F:1])=[CH:3][CH:4]=4)[CH2:8][C@H:9]3[CH3:13])=[O:27])[CH2:23][NH:22][C:21]=2[CH:29]=1. Given the reactants [F:1][C:2]1[CH:15]=[CH:14][C:5]([CH2:6][N:7]2[CH2:12][CH2:11][NH:10][C@H:9]([CH3:13])[CH2:8]2)=[CH:4][CH:3]=1.[Cl:16][C:17]1[C:18]([O:30][CH3:31])=[CH:19][C:20]2[O:25][CH:24]([C:26](O)=[O:27])[CH2:23][NH:22][C:21]=2[CH:29]=1, predict the reaction product. (6) Given the reactants C1C[C@H](C(O)=O)CC[C@H]1CN.[C:12]([O:20][CH:21]([O:23][C:24]([NH:26][CH2:27][C@H:28]1[CH2:33][CH2:32][C@H:31]([C:34]([OH:36])=[O:35])[CH2:30][CH2:29]1)=[O:25])[CH3:22])(=[O:19])[C:13]1[CH:18]=[CH:17][CH:16]=[CH:15][CH:14]=1.C(=O)(O)[O-].[Na+:41].C(#N)C, predict the reaction product. The product is: [C:12]([O:20][CH:21]([O:23][C:24]([NH:26][CH2:27][C@H:28]1[CH2:29][CH2:30][C@H:31]([C:34]([O-:36])=[O:35])[CH2:32][CH2:33]1)=[O:25])[CH3:22])(=[O:19])[C:13]1[CH:14]=[CH:15][CH:16]=[CH:17][CH:18]=1.[Na+:41].